Dataset: Catalyst prediction with 721,799 reactions and 888 catalyst types from USPTO. Task: Predict which catalyst facilitates the given reaction. (1) Reactant: [F:1][C:2]1[C:7]([O:8]C)=[CH:6][CH:5]=[C:4]([F:10])[C:3]=1[C:11]1[NH:15][C:14](=[O:16])[O:13][N:12]=1.B(Br)(Br)Br.C([O-])(O)=O.[Na+]. Product: [F:1][C:2]1[C:7]([OH:8])=[CH:6][CH:5]=[C:4]([F:10])[C:3]=1[C:11]1[NH:15][C:14](=[O:16])[O:13][N:12]=1. The catalyst class is: 2. (2) Reactant: [NH:1]1[CH2:5][CH2:4][CH2:3][CH2:2]1.[F:6][C:7]1[CH:8]=[C:9]2[C:14](=[CH:15][C:16]=1F)[N:13]([CH3:18])[C:12](=[O:19])[N:11]([OH:20])[C:10]2=[O:21].C(N(CC)CC)C. Product: [F:6][C:7]1[CH:8]=[C:9]2[C:14](=[CH:15][C:16]=1[N:1]1[CH2:5][CH2:4][CH2:3][CH2:2]1)[N:13]([CH3:18])[C:12](=[O:19])[N:11]([OH:20])[C:10]2=[O:21]. The catalyst class is: 10. (3) Reactant: C[Si](C)(C)[N-][Si](C)(C)C.[Li+].[C:11]([C:14]1[CH:18]=[CH:17][N:16]([CH3:19])[CH:15]=1)(=[O:13])[CH3:12].[CH3:20][O:21][C:22](C#N)=[O:23]. Product: [CH3:19][N:16]1[CH:17]=[CH:18][C:14]([C:11](=[O:13])[CH2:12][C:22]([O:21][CH3:20])=[O:23])=[CH:15]1. The catalyst class is: 7. (4) Reactant: CS(O[CH:6]1[CH2:9][N:8]([C:10]2[O:11][CH:12]=[C:13]([C:15]([N:17]3[CH2:20][CH:19]([O:21][CH3:22])[CH2:18]3)=[O:16])[N:14]=2)[CH2:7]1)(=O)=O.[C:23]([O-:26])(=[S:25])[CH3:24].[K+]. Product: [C:23]([S:25][CH:6]1[CH2:7][N:8]([C:10]2[O:11][CH:12]=[C:13]([C:15]([N:17]3[CH2:18][CH:19]([O:21][CH3:22])[CH2:20]3)=[O:16])[N:14]=2)[CH2:9]1)(=[O:26])[CH3:24]. The catalyst class is: 9. (5) Reactant: [S:1](Cl)([CH3:4])(=[O:3])=[O:2].[F:6][C:7]1[CH:12]=[CH:11][C:10]([F:13])=[CH:9][C:8]=1[C:14]1[N:18]=[C:17]([C:19]2[CH:20]=[N:21][N:22]([CH2:30][CH2:31][OH:32])[C:23]=2[C:24]2[CH:29]=[CH:28][CH:27]=[CH:26][CH:25]=2)[O:16][N:15]=1.C(N(CC)CC)C. The catalyst class is: 2. Product: [CH3:4][S:1]([O:32][CH2:31][CH2:30][N:22]1[C:23]([C:24]2[CH:25]=[CH:26][CH:27]=[CH:28][CH:29]=2)=[C:19]([C:17]2[O:16][N:15]=[C:14]([C:8]3[CH:9]=[C:10]([F:13])[CH:11]=[CH:12][C:7]=3[F:6])[N:18]=2)[CH:20]=[N:21]1)(=[O:3])=[O:2]. (6) Reactant: [CH3:1][S:2](Cl)(=[O:4])=[O:3].[C:6]([O:10][C:11](=[O:42])[NH:12][C@H:13]([C@@H:26]1[O:30][C:29](=[O:31])[N:28]([CH2:32][C:33]2[CH:38]=[CH:37][CH:36]=[C:35]([CH:39]([CH3:41])[CH3:40])[CH:34]=2)[CH2:27]1)[CH2:14][C:15]1[CH:20]=[CH:19][CH:18]=[C:17]([O:21][CH2:22][CH2:23][CH2:24][OH:25])[CH:16]=1)([CH3:9])([CH3:8])[CH3:7].C(N(CC)CC)C. Product: [C:6]([O:10][C:11]([NH:12][C@H:13]([C@@H:26]1[O:30][C:29](=[O:31])[N:28]([CH2:32][C:33]2[CH:38]=[CH:37][CH:36]=[C:35]([CH:39]([CH3:40])[CH3:41])[CH:34]=2)[CH2:27]1)[CH2:14][C:15]1[CH:16]=[C:17]([CH:18]=[CH:19][CH:20]=1)[O:21][CH2:22][CH2:23][CH2:24][O:25][S:2]([CH3:1])(=[O:4])=[O:3])=[O:42])([CH3:8])([CH3:9])[CH3:7]. The catalyst class is: 1. (7) Reactant: [CH:1]1([O:4][C:5]2[CH:33]=[CH:32][C:8]([C:9]([N:11]([CH2:15][C:16]3[CH:31]=[CH:30][CH:29]=[CH:28][C:17]=3[O:18][CH2:19][CH2:20][CH2:21][CH2:22][CH2:23][C:24]([O:26]C)=[O:25])[CH:12]([CH3:14])[CH3:13])=[O:10])=[CH:7][CH:6]=2)[CH2:3][CH2:2]1.O.[OH-].[Li+].Cl. Product: [CH:1]1([O:4][C:5]2[CH:6]=[CH:7][C:8]([C:9]([N:11]([CH2:15][C:16]3[CH:31]=[CH:30][CH:29]=[CH:28][C:17]=3[O:18][CH2:19][CH2:20][CH2:21][CH2:22][CH2:23][C:24]([OH:26])=[O:25])[CH:12]([CH3:14])[CH3:13])=[O:10])=[CH:32][CH:33]=2)[CH2:2][CH2:3]1. The catalyst class is: 315. (8) Reactant: [Si:1]([O:8][C@@H:9]1[CH:14]=[C:13]([C:15]2[CH:20]=[CH:19][N:18]=[CH:17][C:16]=2[N+:21]([O-:23])=[O:22])[CH2:12][C@H:11]([CH3:24])[C@:10]1([OH:27])[CH:25]=O)([C:4]([CH3:7])([CH3:6])[CH3:5])([CH3:3])[CH3:2].[C:28](=O)([O-])[O-].[K+].[K+]. Product: [Si:1]([O:8][C@@H:9]1[CH:14]=[C:13]([C:15]2[CH:20]=[CH:19][N:18]=[CH:17][C:16]=2[N+:21]([O-:23])=[O:22])[CH2:12][C@H:11]([CH3:24])[C@@:10]1([C:25]#[CH:28])[OH:27])([C:4]([CH3:6])([CH3:5])[CH3:7])([CH3:3])[CH3:2]. The catalyst class is: 5.